From a dataset of Reaction yield outcomes from USPTO patents with 853,638 reactions. Predict the reaction yield, written as a fraction of the theoretical maximum amount of product (1.0 means a 100% yield; for example, 0.34 means a 34% yield). (1) The product is [CH3:23][O:22][C:15]1[CH:16]=[C:17]([O:20][CH3:21])[CH:18]=[CH:19][C:14]=1[CH2:13][N:9]1[C:10]([CH3:12])([CH3:11])[C:6]2[C:5]([F:25])=[C:4]([NH:26][C@@H:27]3[CH2:32][CH2:31][CH2:30][CH2:29][C@@H:28]3[NH:33][C:34](=[O:40])[O:35][C:36]([CH3:38])([CH3:39])[CH3:37])[N:3]=[C:2]([C:51]3[CH:50]=[N:49][N:48]([CH3:47])[CH:52]=3)[C:7]=2[C:8]1=[O:24]. The catalyst is Cl[Pd](Cl)([P](C1C=CC=CC=1)(C1C=CC=CC=1)C1C=CC=CC=1)[P](C1C=CC=CC=1)(C1C=CC=CC=1)C1C=CC=CC=1.CN(C=O)C. The reactants are Cl[C:2]1[C:7]2[C:8](=[O:24])[N:9]([CH2:13][C:14]3[CH:19]=[CH:18][C:17]([O:20][CH3:21])=[CH:16][C:15]=3[O:22][CH3:23])[C:10]([CH3:12])([CH3:11])[C:6]=2[C:5]([F:25])=[C:4]([NH:26][C@@H:27]2[CH2:32][CH2:31][CH2:30][CH2:29][C@@H:28]2[NH:33][C:34](=[O:40])[O:35][C:36]([CH3:39])([CH3:38])[CH3:37])[N:3]=1.C([O-])([O-])=O.[Na+].[Na+].[CH3:47][N:48]1[CH:52]=[C:51](B2OC(C)(C)C(C)(C)O2)[CH:50]=[N:49]1. The yield is 0.180. (2) The reactants are [CH:1]1([CH2:4][C:5]2[N:6]=[C:7]([CH3:27])[NH:8][C:9](=[O:26])[C:10]=2[CH2:11][C:12]2[CH:17]=[CH:16][C:15]([C:18]3[C:19]([C:24]#[N:25])=[CH:20][CH:21]=[CH:22][CH:23]=3)=[CH:14][CH:13]=2)[CH2:3][CH2:2]1.[O:28]1[C:32]2[CH:33]=[CH:34][C:35](B(O)O)=[CH:36][C:31]=2[CH2:30][CH2:29]1.[N:40]1C=CC=CC=1.C(N(CC)CC)C.[C:53]([O:56]CC)(=[O:55])C. The catalyst is C([O-])(=O)C.[Cu+2].C([O-])(=O)C.ClCCl. The product is [CH:1]1([CH2:4][C:5]2[N:6]=[C:7]([CH3:27])[N:8]([C:35]3[CH:34]=[CH:33][C:32]4[O:28][CH2:29][CH2:30][C:31]=4[CH:36]=3)[C:9](=[O:26])[C:10]=2[CH2:11][C:12]2[CH:17]=[CH:16][C:15]([C:18]3[CH:23]=[CH:22][CH:21]=[CH:20][C:19]=3[C:24]3[NH:40][C:53](=[O:55])[O:56][N:25]=3)=[CH:14][CH:13]=2)[CH2:3][CH2:2]1. The yield is 0.460. (3) The reactants are [Br:1][CH2:2][CH2:3][CH2:4][CH2:5][CH2:6][C:7]([C:9]1[CH:14]=[C:13]([O:15][CH3:16])[C:12]([O:17][CH3:18])=[CH:11][C:10]=1[OH:19])=[O:8].[CH3:20]CCCCCC. The catalyst is C1(C)C=CC=CC=1. The product is [Br:1][CH2:2][CH2:3][CH2:4][CH2:5][C:6]1[C:7](=[O:8])[C:9]2[C:10](=[CH:11][C:12]([O:17][CH3:18])=[C:13]([O:15][CH3:16])[CH:14]=2)[O:19][CH:20]=1. The yield is 0.530. (4) The reactants are Br[C:2]1[CH:3]=[CH:4][C:5]2=[C:6]([CH:29]=1)[N:7]=[C:8]([NH:21][C:22](=[O:28])[O:23][C:24]([CH3:27])([CH3:26])[CH3:25])[CH2:9][C:10]([C:12](=[O:20])[N:13]([CH2:17][CH2:18][CH3:19])[CH2:14][CH2:15][CH3:16])=[CH:11]2.[OH:30][C:31]1[CH:36]=[CH:35][C:34](B(O)O)=[CH:33][CH:32]=1.O.[K].[K].C1(P(C2C=CC(S(O)(=O)=O)=CC=2)C2C=CC(S(O)(=O)=O)=CC=2)C=CC=CC=1.C(=O)([O-])[O-].[Na+].[Na+]. The catalyst is C(O)C.CC([O-])=O.CC([O-])=O.[Pd+2]. The product is [CH2:14]([N:13]([CH2:17][CH2:18][CH3:19])[C:12]([C:10]1=[CH:11][C:5]2[CH:4]=[CH:3][C:2]([C:34]3[CH:35]=[CH:36][C:31]([OH:30])=[CH:32][CH:33]=3)=[CH:29][C:6]=2[N:7]=[C:8]([NH:21][C:22](=[O:28])[O:23][C:24]([CH3:27])([CH3:26])[CH3:25])[CH2:9]1)=[O:20])[CH2:15][CH3:16]. The yield is 0.410. (5) The reactants are [CH:1]1[CH:2]=[CH:3][C:4]2[NH:13][C:12]3[N:11]=[CH:10][CH:9]=[CH:8][C:7]=3[C:5]=2[CH:6]=1.[Al+3].[Cl-].[Cl-].[Cl-].[Br:18][CH2:19][C:20](Br)=[O:21]. The catalyst is C(Cl)Cl. The product is [Br:18][CH2:19][C:20]([C:1]1[CH:6]=[C:5]2[C:4](=[CH:3][CH:2]=1)[NH:13][C:12]1[N:11]=[CH:10][CH:9]=[CH:8][C:7]2=1)=[O:21]. The yield is 0.610.